Predict the reaction yield, written as a fraction of the theoretical maximum amount of product (1.0 means a 100% yield; for example, 0.34 means a 34% yield). From a dataset of Reaction yield outcomes from USPTO patents with 853,638 reactions. (1) The reactants are [CH3:1][N:2]1[CH2:7][CH2:6][N:5]([CH2:8][C:9]2[CH:17]=[CH:16][C:12]([C:13](O)=[O:14])=[CH:11][C:10]=2[C:18]([F:21])([F:20])[F:19])[CH2:4][CH2:3]1.F[P-](F)(F)(F)(F)F.N1(OC(N(C)C)=[N+](C)C)C2N=CC=CC=2N=N1.[NH2:46][C:47]1[CH:48]=[C:49]([C:54]2[CH:63]=[C:62]3[C:57]([CH:58]=[C:59]([NH:64][C:65]([CH:67]4[CH2:69][CH2:68]4)=[O:66])[N:60]=[CH:61]3)=[CH:56][CH:55]=2)[C:50]([CH3:53])=[N:51][CH:52]=1.C(N(CC)C(C)C)(C)C. The catalyst is CN(C)C=O.C(OCC)(=O)C.O. The product is [CH:67]1([C:65]([NH:64][C:59]2[N:60]=[CH:61][C:62]3[C:57]([CH:58]=2)=[CH:56][CH:55]=[C:54]([C:49]2[CH:48]=[C:47]([NH:46][C:13](=[O:14])[C:12]4[CH:16]=[CH:17][C:9]([CH2:8][N:5]5[CH2:6][CH2:7][N:2]([CH3:1])[CH2:3][CH2:4]5)=[C:10]([C:18]([F:21])([F:19])[F:20])[CH:11]=4)[CH:52]=[N:51][C:50]=2[CH3:53])[CH:63]=3)=[O:66])[CH2:68][CH2:69]1. The yield is 0.0110. (2) The reactants are OC1C=CC(C(C2C=CC(O)=CC=2)(C)C)=CC=1.ClC1C=CC(C(C2C=CC(Cl)=CC=2)=O)=CC=1.C([O-])([O-])=O.[K+].[K+].[N+]([C:43]1[CH:44]=[C:45]([C:51]#[N:52])[C:46](=[CH:49][CH:50]=1)[C:47]#[N:48])([O-])=O.Cl. The catalyst is C1(C)C=CC=CC=1.CN1CCCC1=O. The product is [C:51](#[N:52])[C:45]1[C:46](=[CH:49][CH:50]=[CH:43][CH:44]=1)[C:47]#[N:48]. The yield is 0.950. (3) The reactants are [CH3:1][O:2][C:3]1[CH:9]=[CH:8][C:6]([NH2:7])=[C:5]([S:10][CH3:11])[CH:4]=1.[C:12](Cl)(Cl)=[O:13]. The catalyst is CCOC(C)=O. The product is [N:7]([C:6]1[CH:8]=[CH:9][C:3]([O:2][CH3:1])=[CH:4][C:5]=1[S:10][CH3:11])=[C:12]=[O:13]. The yield is 0.970. (4) The reactants are [CH3:1][O:2][C:3]1[CH:4]=[C:5]2[C:10](=[CH:11][C:12]=1[O:13][CH3:14])[N:9]=[CH:8][N:7]=[C:6]2[O:15][C:16]1[CH:17]=[C:18]([CH:20]=[CH:21][CH:22]=1)[NH2:19].[C:23]([C:27]1[CH:31]=[C:30]([NH:32][C:33](=O)[O:34]C2C=CC=CC=2)[N:29]([C:42]2[CH:43]=[N:44][C:45]([CH3:48])=[CH:46][CH:47]=2)[N:28]=1)([CH3:26])([CH3:25])[CH3:24]. The catalyst is C1COCC1.CN(C1C=CN=CC=1)C. The product is [C:23]([C:27]1[CH:31]=[C:30]([NH:32][C:33]([NH:19][C:18]2[CH:20]=[CH:21][CH:22]=[C:16]([O:15][C:6]3[C:5]4[C:10](=[CH:11][C:12]([O:13][CH3:14])=[C:3]([O:2][CH3:1])[CH:4]=4)[N:9]=[CH:8][N:7]=3)[CH:17]=2)=[O:34])[N:29]([C:42]2[CH:43]=[N:44][C:45]([CH3:48])=[CH:46][CH:47]=2)[N:28]=1)([CH3:26])([CH3:25])[CH3:24]. The yield is 0.600.